This data is from Retrosynthesis with 50K atom-mapped reactions and 10 reaction types from USPTO. The task is: Predict the reactants needed to synthesize the given product. (1) The reactants are: Cc1nc2c(Cl)cccc2n1-c1cc(O)ccc1Cl.O=S(=O)(c1cccc(F)c1)C(F)(F)F. Given the product Cc1nc2c(Cl)cccc2n1-c1cc(Oc2cccc(S(=O)(=O)C(F)(F)F)c2)ccc1Cl, predict the reactants needed to synthesize it. (2) The reactants are: CCC(=O)Cl.Cc1nc(-c2sc(N)nc2-c2ccccc2)no1. Given the product CCC(=O)Nc1nc(-c2ccccc2)c(-c2noc(C)n2)s1, predict the reactants needed to synthesize it. (3) Given the product CC(C)(C)[S@@](=O)NC1(c2nc(CO)cs2)CCOCC1, predict the reactants needed to synthesize it. The reactants are: CC(C)(C)[S@@](=O)NC1(c2nc(CO[Si](C)(C)C(C)(C)C)cs2)CCOCC1. (4) Given the product COc1ccc(C(=O)Nc2cc(-c3ccc(C(C)=O)cc3)ccc2N)cc1, predict the reactants needed to synthesize it. The reactants are: CC(=O)c1ccc(Br)cc1.COc1ccc(C(=O)Nc2cc(B3OC(C)(C)C(C)(C)O3)ccc2N)cc1.